This data is from NCI-60 drug combinations with 297,098 pairs across 59 cell lines. The task is: Regression. Given two drug SMILES strings and cell line genomic features, predict the synergy score measuring deviation from expected non-interaction effect. Drug 1: C1=NC2=C(N=C(N=C2N1C3C(C(C(O3)CO)O)O)F)N. Drug 2: C1CC(C1)(C(=O)O)C(=O)O.[NH2-].[NH2-].[Pt+2]. Cell line: OVCAR3. Synergy scores: CSS=4.29, Synergy_ZIP=1.62, Synergy_Bliss=7.68, Synergy_Loewe=3.84, Synergy_HSA=3.61.